This data is from Reaction yield outcomes from USPTO patents with 853,638 reactions. The task is: Predict the reaction yield, written as a fraction of the theoretical maximum amount of product (1.0 means a 100% yield; for example, 0.34 means a 34% yield). (1) The reactants are [CH2:1]([N:8]([CH2:10][C:11]1[C:19]2[C:18](=[O:20])[N:17]([C:21]3[CH:26]=[CH:25][CH:24]=[CH:23][N:22]=3)[C:16](=[O:27])[N:15]([CH2:28][C:29]3[C:34]([F:35])=[CH:33][CH:32]=[CH:31][C:30]=3[F:36])[C:14]=2[S:13][C:12]=1[C:37]1[CH:42]=[CH:41][C:40]([NH:43][C:44]([NH:46][O:47][CH3:48])=[O:45])=[CH:39][CH:38]=1)C)C1C=CC=CC=1.Cl. The catalyst is C(O)C.[C].[Pd]. The product is [F:36][C:30]1[CH:31]=[CH:32][CH:33]=[C:34]([F:35])[C:29]=1[CH2:28][N:15]1[C:14]2[S:13][C:12]([C:37]3[CH:42]=[CH:41][C:40]([NH:43][C:44]([NH:46][O:47][CH3:48])=[O:45])=[CH:39][CH:38]=3)=[C:11]([CH2:10][NH:8][CH3:1])[C:19]=2[C:18](=[O:20])[N:17]([C:21]2[CH:26]=[CH:25][CH:24]=[CH:23][N:22]=2)[C:16]1=[O:27]. The yield is 0.710. (2) The reactants are O=C1C2C(=CC=CC=2)C(=O)[N:3]1[CH2:12][C:13]1[CH:14]=[CH:15][C:16]([N+:23]([O-:25])=[O:24])=[C:17]([CH:22]=1)[C:18]([O:20][CH3:21])=[O:19].NN. The catalyst is CCO. The product is [NH2:3][CH2:12][C:13]1[CH:14]=[CH:15][C:16]([N+:23]([O-:25])=[O:24])=[C:17]([CH:22]=1)[C:18]([O:20][CH3:21])=[O:19]. The yield is 0.780. (3) The reactants are Br[C:2]1[CH:7]=[CH:6][N:5]=[C:4]2[N:8]([CH2:11][O:12][CH2:13][CH2:14][Si:15]([CH3:18])([CH3:17])[CH3:16])[CH:9]=[CH:10][C:3]=12.CC1(C)C(C)(C)OB([C:27]2[CH:28]=[N:29][NH:30][CH:31]=2)O1.CN(C=O)C.C(=O)([O-])[O-].[K+].[K+]. The catalyst is O.C(OCC)(=O)C.[Pd].C1(P(C2C=CC=CC=2)C2C=CC=CC=2)C=CC=CC=1.C1(P(C2C=CC=CC=2)C2C=CC=CC=2)C=CC=CC=1.C1(P(C2C=CC=CC=2)C2C=CC=CC=2)C=CC=CC=1.C1(P(C2C=CC=CC=2)C2C=CC=CC=2)C=CC=CC=1. The product is [NH:29]1[CH:28]=[C:27]([C:2]2[CH:7]=[CH:6][N:5]=[C:4]3[N:8]([CH2:11][O:12][CH2:13][CH2:14][Si:15]([CH3:18])([CH3:17])[CH3:16])[CH:9]=[CH:10][C:3]=23)[CH:31]=[N:30]1. The yield is 0.700.